From a dataset of Forward reaction prediction with 1.9M reactions from USPTO patents (1976-2016). Predict the product of the given reaction. (1) Given the reactants [F:1][C:2]([F:54])([F:53])[C:3]([C:18]1[C:19]([CH2:50][CH2:51][CH3:52])=[CH:20][C:21]([N:24]2[CH2:29][CH2:28][N:27]([CH2:30][CH2:31][N:32]3[C:36](=[O:37])[C:35]([C:39]4[CH:44]=[CH:43][C:42]([O:45][CH:46]([CH3:48])[CH3:47])=[CH:41][CH:40]=4)([CH3:38])[NH:34][C:33]3=[O:49])[CH2:26][CH2:25]2)=[N:22][CH:23]=1)([O:8]CC1C=CC(OC)=CC=1)[C:4]([F:7])([F:6])[F:5], predict the reaction product. The product is: [F:7][C:4]([F:5])([F:6])[C:3]([C:18]1[C:19]([CH2:50][CH2:51][CH3:52])=[CH:20][C:21]([N:24]2[CH2:29][CH2:28][N:27]([CH2:30][CH2:31][N:32]3[C:36](=[O:37])[C:35]([C:39]4[CH:40]=[CH:41][C:42]([O:45][CH:46]([CH3:47])[CH3:48])=[CH:43][CH:44]=4)([CH3:38])[NH:34][C:33]3=[O:49])[CH2:26][CH2:25]2)=[N:22][CH:23]=1)([OH:8])[C:2]([F:53])([F:1])[F:54]. (2) The product is: [CH3:3][O:29][CH2:28][CH2:27][C:24]1[CH:25]=[CH:26][C:18]2[O:17][C:16]([C:8]3[CH:9]=[CH:10][C:11]([O:12][CH2:13][O:14][CH3:15])=[C:6]([O:5][CH3:4])[CH:7]=3)=[C:20]([S:21][CH3:22])[C:19]=2[CH:23]=1. Given the reactants [H-].I[CH3:3].[CH3:4][O:5][C:6]1[CH:7]=[C:8]([C:16]2[O:17][C:18]3[CH:26]=[CH:25][C:24]([CH2:27][CH2:28][OH:29])=[CH:23][C:19]=3[C:20]=2[S:21][CH3:22])[CH:9]=[CH:10][C:11]=1[O:12][CH2:13][O:14][CH3:15], predict the reaction product. (3) Given the reactants [F:1][C:2]1[CH:7]=[CH:6][CH:5]=[CH:4][C:3]=1[N:8]1[C:13]2[CH:14]=[CH:15][CH:16]=[CH:17][C:12]=2[CH2:11][CH:10]([CH2:18][CH2:19][CH2:20][NH:21][CH3:22])[S:9]1(=[O:24])=[O:23].BrC1C=CC=CC=1CCS(Cl)(=O)=O.[F:38]C1C=C(F)C=CC=1N.CN(C)CC, predict the reaction product. The product is: [F:1][C:2]1[CH:7]=[C:6]([F:38])[CH:5]=[CH:4][C:3]=1[N:8]1[C:13]2[CH:14]=[CH:15][CH:16]=[CH:17][C:12]=2[CH2:11][CH:10]([CH2:18][CH2:19][CH2:20][NH:21][CH3:22])[S:9]1(=[O:24])=[O:23]. (4) Given the reactants [Br:1][C:2]1[CH:3]=[C:4]([CH:7]=[CH:8][C:9]=1F)[CH:5]=[O:6].C(=O)([O-])[O-].[K+].[K+].[CH:17]1([SH:22])[CH2:21][CH2:20][CH2:19][CH2:18]1, predict the reaction product. The product is: [Br:1][C:2]1[CH:3]=[C:4]([CH:7]=[CH:8][C:9]=1[S:22][CH:17]1[CH2:21][CH2:20][CH2:19][CH2:18]1)[CH:5]=[O:6].